From a dataset of Reaction yield outcomes from USPTO patents with 853,638 reactions. Predict the reaction yield, written as a fraction of the theoretical maximum amount of product (1.0 means a 100% yield; for example, 0.34 means a 34% yield). (1) The reactants are [N+:1]([C:4]1[CH:9]=[CH:8][C:7]([CH:10]([CH3:18])[C:11]([O:13][C:14]([CH3:17])([CH3:16])[CH3:15])=[O:12])=[CH:6][CH:5]=1)([O-])=O. The catalyst is [Pd].C(O)C. The product is [NH2:1][C:4]1[CH:5]=[CH:6][C:7]([CH:10]([CH3:18])[C:11]([O:13][C:14]([CH3:17])([CH3:16])[CH3:15])=[O:12])=[CH:8][CH:9]=1. The yield is 0.990. (2) The reactants are FC(F)(F)S([O:6][S:7]([C:10]([F:13])([F:12])[F:11])(=[O:9])=[O:8])(=O)=O.[CH3:16][O:17][C:18](=[O:33])[CH2:19][C:20]1[C:29]([CH3:30])=[C:28](O)[C:27]2[C:22](=[CH:23][CH:24]=[C:25]([F:32])[CH:26]=2)[CH:21]=1.N1C=CC=CC=1.O. The catalyst is ClCCl. The product is [CH3:16][O:17][C:18](=[O:33])[CH2:19][C:20]1[C:29]([CH3:30])=[C:28]([O:6][S:7]([C:10]([F:11])([F:12])[F:13])(=[O:8])=[O:9])[C:27]2[C:22](=[CH:23][CH:24]=[C:25]([F:32])[CH:26]=2)[CH:21]=1. The yield is 0.840.